The task is: Predict the product of the given reaction.. This data is from Forward reaction prediction with 1.9M reactions from USPTO patents (1976-2016). (1) Given the reactants [Cl:1][C:2]1[NH:11][C:10]2[C:9](=[O:12])[N:7]([CH3:8])[C:6](=[O:13])[N:5]([CH3:14])[C:4]=2[N:3]=1.[CH2:15](Br)[C:16]1[CH:21]=[CH:20][CH:19]=[CH:18][CH:17]=1, predict the reaction product. The product is: [CH2:15]([N:11]1[C:10]2[C:9](=[O:12])[N:7]([CH3:8])[C:6](=[O:13])[N:5]([CH3:14])[C:4]=2[N:3]=[C:2]1[Cl:1])[C:16]1[CH:21]=[CH:20][CH:19]=[CH:18][CH:17]=1. (2) Given the reactants [CH2:1]([CH:4]1[CH2:9][CH2:8][CH:7]([C:10]([OH:12])=[O:11])[CH2:6][CH2:5]1)[C:2]#[CH:3].[CH2:13](Cl)Cl.CO.[Si](C=[N+]=[N-])(C)(C)C, predict the reaction product. The product is: [CH2:1]([CH:4]1[CH2:9][CH2:8][CH:7]([C:10]([O:12][CH3:13])=[O:11])[CH2:6][CH2:5]1)[C:2]#[CH:3]. (3) Given the reactants [F:1][C:2]([F:30])([F:29])[C:3]1[CH:4]=[C:5]([CH:22]=[C:23]([C:25]([F:28])([F:27])[F:26])[CH:24]=1)[CH2:6][O:7][CH2:8][C:9]1([C:16]2[CH:21]=[CH:20][CH:19]=[CH:18][CH:17]=2)[CH2:15][CH2:14][CH2:13][NH:12][CH2:11][CH2:10]1.[CH3:31][C:32]([CH3:34])=O.C([BH3-])#N.[Na+], predict the reaction product. The product is: [F:30][C:2]([F:29])([F:1])[C:3]1[CH:4]=[C:5]([CH:22]=[C:23]([C:25]([F:28])([F:27])[F:26])[CH:24]=1)[CH2:6][O:7][CH2:8][C:9]1([C:16]2[CH:21]=[CH:20][CH:19]=[CH:18][CH:17]=2)[CH2:15][CH2:14][CH2:13][N:12]([CH:32]([CH3:34])[CH3:31])[CH2:11][CH2:10]1. (4) Given the reactants [C:1]([O:5][C:6]([N:8]1[C:16]2[C:11](=[CH:12][C:13]([NH:17][C:18](=[O:32])[CH:19]([C:25]3[CH:30]=[CH:29][CH:28]=[C:27]([Cl:31])[CH:26]=3)OS(C)(=O)=O)=[CH:14][CH:15]=2)[CH:10]=[N:9]1)=[O:7])([CH3:4])([CH3:3])[CH3:2].N1C=CC=CC=1.[C:39]([O:43][C:44](=[O:49])[NH:45][CH2:46][CH2:47][NH2:48])([CH3:42])([CH3:41])[CH3:40], predict the reaction product. The product is: [C:1]([O:5][C:6]([N:8]1[C:16]2[C:11](=[CH:12][C:13]([NH:17][C:18](=[O:32])[CH:19]([NH:48][CH2:47][CH2:46][NH:45][C:44]([O:43][C:39]([CH3:42])([CH3:41])[CH3:40])=[O:49])[C:25]3[CH:30]=[CH:29][CH:28]=[C:27]([Cl:31])[CH:26]=3)=[CH:14][CH:15]=2)[CH:10]=[N:9]1)=[O:7])([CH3:2])([CH3:4])[CH3:3]. (5) Given the reactants [Cl:1][C:2]1[CH:7]=[CH:6][C:5]([CH:8](O)[C:9]2[C:10]([C:17]([O:19][CH2:20][CH3:21])=[O:18])=[N:11][N:12]([CH:14]([CH3:16])[CH3:15])[CH:13]=2)=[CH:4][CH:3]=1.[NH2:23][C:24]1[CH:25]=[C:26]([Cl:32])[C:27](=[O:31])[N:28]([CH3:30])[CH:29]=1, predict the reaction product. The product is: [Cl:32][C:26]1[C:27](=[O:31])[N:28]([CH3:30])[CH:29]=[C:24]([NH:23][CH:8]([C:5]2[CH:6]=[CH:7][C:2]([Cl:1])=[CH:3][CH:4]=2)[C:9]2[C:10]([C:17]([O:19][CH2:20][CH3:21])=[O:18])=[N:11][N:12]([CH:14]([CH3:16])[CH3:15])[CH:13]=2)[CH:25]=1. (6) Given the reactants [N:1]1([C:10]([O:12][C:13]([CH3:16])([CH3:15])[CH3:14])=[O:11])[CH:9]2[CH:4]([CH2:5][NH:6][CH2:7][CH2:8]2)[CH2:3][CH2:2]1.Cl[C:18]([O:20][CH2:21][C:22]1[CH:27]=[CH:26][CH:25]=[CH:24][CH:23]=1)=[O:19], predict the reaction product. The product is: [N:1]1([C:10]([O:12][C:13]([CH3:16])([CH3:15])[CH3:14])=[O:11])[CH:9]2[CH:4]([CH2:5][N:6]([C:18]([O:20][CH2:21][C:22]3[CH:27]=[CH:26][CH:25]=[CH:24][CH:23]=3)=[O:19])[CH2:7][CH2:8]2)[CH2:3][CH2:2]1. (7) Given the reactants [CH:1]([C:3]1[CH:4]=[CH:5][C:6]2[S:10][C:9]([C:11]3[CH:12]=[N:13][CH:14]=[C:15]([C:18]=3[NH:19][C:20]3[CH:28]=[CH:27][CH:26]=[C:25]4[C:21]=3[CH:22]=[CH:23][NH:24]4)[C:16]#[N:17])=[CH:8][C:7]=2[CH:29]=1)=O.[CH3:30][NH:31][CH3:32].C(O)(=O)C.[BH-](OC(C)=O)(OC(C)=O)OC(C)=O.[Na+], predict the reaction product. The product is: [CH3:30][N:31]([CH2:1][C:3]1[CH:4]=[CH:5][C:6]2[S:10][C:9]([C:11]3[CH:12]=[N:13][CH:14]=[C:15]([C:18]=3[NH:19][C:20]3[CH:28]=[CH:27][CH:26]=[C:25]4[C:21]=3[CH:22]=[CH:23][NH:24]4)[C:16]#[N:17])=[CH:8][C:7]=2[CH:29]=1)[CH3:32].